This data is from Forward reaction prediction with 1.9M reactions from USPTO patents (1976-2016). The task is: Predict the product of the given reaction. (1) Given the reactants [CH3:1][C:2]1[CH:22]=[C:21]([C:23]2[C:27]([CH3:28])=[C:26]([C:29]([O:31][CH2:32][CH3:33])=[O:30])[NH:25][N:24]=2)[CH:20]=[CH:19][C:3]=1[O:4][CH2:5][C:6]1[CH:11]=[CH:10][CH:9]=[CH:8][C:7]=1[N:12]1[C:16](=[O:17])[N:15]([CH3:18])[N:14]=[N:13]1.S(OC)(O[CH3:38])(=O)=O.C1(C)C=CC=CC=1, predict the reaction product. The product is: [CH3:1][C:2]1[CH:22]=[C:21]([C:23]2[C:27]([CH3:28])=[C:26]([C:29]([O:31][CH2:32][CH3:33])=[O:30])[N:25]([CH3:38])[N:24]=2)[CH:20]=[CH:19][C:3]=1[O:4][CH2:5][C:6]1[CH:11]=[CH:10][CH:9]=[CH:8][C:7]=1[N:12]1[C:16](=[O:17])[N:15]([CH3:18])[N:14]=[N:13]1. (2) The product is: [C:31]([C:12]1[C:13]2[C:18](=[CH:17][CH:16]=[C:15]([NH:21][C:22]([NH:24][C:25]3[CH:30]=[CH:29][CH:28]=[CH:27][CH:26]=3)=[O:23])[CH:14]=2)[C:19]([OH:20])=[C:10]([C:8]([NH:7][CH2:6][C:5]([CH3:34])([CH3:33])[C:4]([OH:35])=[O:3])=[O:9])[N:11]=1)#[N:32]. Given the reactants C([O:3][C:4](=[O:35])[C:5]([CH3:34])([CH3:33])[CH2:6][NH:7][C:8]([C:10]1[N:11]=[C:12]([C:31]#[N:32])[C:13]2[C:18]([C:19]=1[OH:20])=[CH:17][CH:16]=[C:15]([NH:21][C:22]([NH:24][C:25]1[CH:30]=[CH:29][CH:28]=[CH:27][CH:26]=1)=[O:23])[CH:14]=2)=[O:9])C.[OH-].[Na+], predict the reaction product. (3) Given the reactants [CH2:1]([N:5]1[C:14]([CH2:15][NH:16]C(=O)OC(C)(C)C)=[C:13]([C:24]2[CH:29]=[CH:28][CH:27]=[CH:26][CH:25]=2)[C:12]2[C:7](=[CH:8][CH:9]=[C:10]([C:30]3[O:34][CH:33]=[N:32][CH:31]=3)[CH:11]=2)[C:6]1=[O:35])[CH:2]([CH3:4])[CH3:3].[ClH:36], predict the reaction product. The product is: [ClH:36].[NH2:16][CH2:15][C:14]1[N:5]([CH2:1][CH:2]([CH3:4])[CH3:3])[C:6](=[O:35])[C:7]2[C:12]([C:13]=1[C:24]1[CH:29]=[CH:28][CH:27]=[CH:26][CH:25]=1)=[CH:11][C:10]([C:30]1[O:34][CH:33]=[N:32][CH:31]=1)=[CH:9][CH:8]=2. (4) Given the reactants [F:1][C:2]1[C:3]([C:9]([O:11][CH2:12][CH3:13])=[O:10])=[N:4][CH:5]=[C:6]([OH:8])[CH:7]=1.[N+](C1C=CC(S(O[CH2:27][C@H:28]2[CH2:30][C:29]2([F:32])[F:31])(=O)=O)=CC=1)([O-])=O, predict the reaction product. The product is: [F:31][C:29]1([F:32])[CH2:30][C@@H:28]1[CH2:27][O:8][C:6]1[CH:7]=[C:2]([F:1])[C:3]([C:9]([O:11][CH2:12][CH3:13])=[O:10])=[N:4][CH:5]=1.